This data is from Catalyst prediction with 721,799 reactions and 888 catalyst types from USPTO. The task is: Predict which catalyst facilitates the given reaction. (1) Reactant: [NH2:1][C:2]1[CH:7]=[C:6]([C:8]([F:11])([F:10])[F:9])[CH:5]=[CH:4][C:3]=1[NH:12][C:13]1[C:14]([CH3:23])=[C:15]([CH:20]=[CH:21][CH:22]=1)[C:16]([O:18][CH3:19])=[O:17].[O:24]1[CH2:28][CH2:27][CH2:26][C@@H:25]1[C:29](O)=[O:30].Cl.C(N=C=NCCCN(C)C)C.O.ON1C2C=CC=CC=2N=N1. Product: [CH3:23][C:14]1[C:13]([NH:12][C:3]2[CH:4]=[CH:5][C:6]([C:8]([F:10])([F:11])[F:9])=[CH:7][C:2]=2[NH:1][C:29]([C@H:25]2[CH2:26][CH2:27][CH2:28][O:24]2)=[O:30])=[CH:22][CH:21]=[CH:20][C:15]=1[C:16]([O:18][CH3:19])=[O:17]. The catalyst class is: 47. (2) Reactant: Br[C:2]1[CH:7]=[CH:6][C:5]([N:8]2[C:17]3[C:12](=[CH:13][CH:14]=[CH:15][CH:16]=3)[CH2:11][CH2:10][CH2:9]2)=[C:4]([N+:18]([O-:20])=[O:19])[CH:3]=1.CC1(C)COB([C:28]2[CH:35]=[CH:34][CH:33]=[CH:32][C:29]=2[C:30]#[N:31])OC1.P([O-])([O-])([O-])=O.[K+].[K+].[K+]. Product: [N:8]1([C:5]2[CH:6]=[CH:7][C:2]([C:28]3[C:29]([C:30]#[N:31])=[CH:32][CH:33]=[CH:34][CH:35]=3)=[CH:3][C:4]=2[N+:18]([O-:20])=[O:19])[C:17]2[C:12](=[CH:13][CH:14]=[CH:15][CH:16]=2)[CH2:11][CH2:10][CH2:9]1. The catalyst class is: 368. (3) Reactant: C(OC([NH:11][C@H:12]1[CH2:16][CH2:15][N:14]([C@H:17]2[CH2:22][CH2:21][C@@H:20]([N:23]([CH:25]([CH3:27])[CH3:26])[CH3:24])[CH2:19][C@H:18]2[C:28]([O:30][CH3:31])=[O:29])[C:13]1=[O:32])=O)C1C=CC=CC=1. Product: [NH2:11][C@H:12]1[CH2:16][CH2:15][N:14]([C@H:17]2[CH2:22][CH2:21][C@@H:20]([N:23]([CH:25]([CH3:27])[CH3:26])[CH3:24])[CH2:19][C@H:18]2[C:28]([O:30][CH3:31])=[O:29])[C:13]1=[O:32]. The catalyst class is: 19.